Dataset: Forward reaction prediction with 1.9M reactions from USPTO patents (1976-2016). Task: Predict the product of the given reaction. (1) Given the reactants [NH2:1][C:2]1[CH:3]=[C:4]2[C:8](=[C:9]([F:11])[CH:10]=1)[N:7]([CH2:12][CH3:13])[C:6](=[O:14])[CH2:5]2.[C:15]([O:19][C:20](=[O:26])[NH:21][CH2:22][C@H:23]1[CH2:25][O:24]1)([CH3:18])([CH3:17])[CH3:16].FC(F)(F)S([O-])(=O)=O.[Li+], predict the reaction product. The product is: [C:15]([O:19][C:20](=[O:26])[NH:21][CH2:22][C@H:23]([OH:24])[CH2:25][NH:1][C:2]1[CH:3]=[C:4]2[C:8](=[C:9]([F:11])[CH:10]=1)[N:7]([CH2:12][CH3:13])[C:6](=[O:14])[CH2:5]2)([CH3:17])([CH3:16])[CH3:18]. (2) Given the reactants [C:1]([O:5][C:6]([NH:8][CH2:9][C:10]1[CH:15]=[CH:14][C:13]([NH:16][C:17](=[O:37])[CH2:18][NH:19]C(=O)OCC2C3C=CC=CC=3C3C2=CC=CC=3)=[CH:12][CH:11]=1)=[O:7])([CH3:4])([CH3:3])[CH3:2].N1CCCCC1, predict the reaction product. The product is: [NH2:19][CH2:18][C:17]([NH:16][C:13]1[CH:12]=[CH:11][C:10]([CH2:9][NH:8][C:6](=[O:7])[O:5][C:1]([CH3:2])([CH3:3])[CH3:4])=[CH:15][CH:14]=1)=[O:37]. (3) The product is: [C:54]1([O:53][C@@H:49]2[CH2:50][CH2:51][CH2:52][N:47]([C:3]3[N:4]=[N:5][C:6]([C:24]([NH2:26])=[O:25])=[C:7]([NH:9][C:10]4[CH:15]=[CH:14][C:13]([C:16]([N:18]5[CH2:23][CH2:22][O:21][CH2:20][CH2:19]5)=[O:17])=[CH:12][CH:11]=4)[N:8]=3)[CH2:48]2)[C:63]2[C:58](=[CH:59][CH:60]=[CH:61][CH:62]=2)[CH:57]=[CH:56][N:55]=1.[ClH:33]. Given the reactants CS[C:3]1[N:4]=[N:5][C:6]([C:24]([NH2:26])=[O:25])=[C:7]([NH:9][C:10]2[CH:15]=[CH:14][C:13]([C:16]([N:18]3[CH2:23][CH2:22][O:21][CH2:20][CH2:19]3)=[O:17])=[CH:12][CH:11]=2)[N:8]=1.C1C=C([Cl:33])C=C(C(OO)=O)C=1.CCN(C(C)C)C(C)C.[NH:47]1[CH2:52][CH2:51][CH2:50][C@@H:49]([O:53][C:54]2[C:63]3[C:58](=[CH:59][CH:60]=[CH:61][CH:62]=3)[CH:57]=[CH:56][N:55]=2)[CH2:48]1, predict the reaction product. (4) The product is: [Cl:14][C:11]1[CH:12]=[CH:13][C:8]([C:6]2[N:5]=[C:4]3[CH2:15][CH2:16][CH2:17][C:3]3=[C:2]([NH:29][C:26]3[CH:25]=[CH:24][C:23]([CH2:22][C:21]([O:20][CH2:18][CH3:19])=[O:30])=[CH:28][CH:27]=3)[CH:7]=2)=[CH:9][CH:10]=1. Given the reactants Cl[C:2]1[CH:7]=[C:6]([C:8]2[CH:13]=[CH:12][C:11]([Cl:14])=[CH:10][CH:9]=2)[N:5]=[C:4]2[CH2:15][CH2:16][CH2:17][C:3]=12.[CH2:18]([O:20][C:21](=[O:30])[CH2:22][C:23]1[CH:28]=[CH:27][C:26]([NH2:29])=[CH:25][CH:24]=1)[CH3:19], predict the reaction product. (5) Given the reactants [Cl:1][C:2]1[C:18]([CH3:19])=[C:17]([B:20]2[O:24][C:23]([CH3:26])([CH3:25])[C:22]([CH3:28])([CH3:27])[O:21]2)[CH:16]=[C:15]([CH3:29])[C:3]=1[O:4][Si](C(C)C)(C(C)C)C(C)C.CCCC[N+](CCCC)(CCCC)CCCC.[F-], predict the reaction product. The product is: [Cl:1][C:2]1[C:18]([CH3:19])=[C:17]([B:20]2[O:24][C:23]([CH3:25])([CH3:26])[C:22]([CH3:28])([CH3:27])[O:21]2)[CH:16]=[C:15]([CH3:29])[C:3]=1[OH:4].